From a dataset of Reaction yield outcomes from USPTO patents with 853,638 reactions. Predict the reaction yield, written as a fraction of the theoretical maximum amount of product (1.0 means a 100% yield; for example, 0.34 means a 34% yield). (1) The reactants are [N:1]1[CH:6]=[CH:5][C:4](=[O:7])[NH:3][CH:2]=1.[Cl:8]Cl. The catalyst is C(O)(=O)C. The product is [Cl-:8].[Cl:8][C:5]1[C:4](=[O:7])[NH2+:3][CH:2]=[N:1][CH:6]=1. The yield is 0.840. (2) The reactants are Br[C:2]1[CH:7]=[CH:6][C:5]([O:8][CH3:9])=[CH:4][C:3]=1[F:10].[Li]CCCC.CN([CH:19]=[O:20])C.[NH4+].[Cl-]. The catalyst is C1COCC1. The product is [F:10][C:3]1[CH:4]=[C:5]([O:8][CH3:9])[CH:6]=[CH:7][C:2]=1[CH:19]=[O:20]. The yield is 0.540. (3) The reactants are [C:1]([C:5]1[N:10]=[C:9]([N:11]2[CH2:16][CH2:15][N:14]([CH2:17][CH2:18][CH2:19][CH2:20][NH2:21])[CH2:13][CH2:12]2)[CH:8]=[C:7]([C:22]([F:25])([F:24])[F:23])[N:6]=1)([CH3:4])([CH3:3])[CH3:2].C1N=CN([C:31](N2C=NC=C2)=[O:32])C=1.[CH3:38][O:39][C:40]1[CH:45]=[CH:44][CH:43]=[CH:42][C:41]=1[N:46]1[CH2:51][CH2:50][NH:49][CH2:48][CH2:47]1. The catalyst is C(Cl)(Cl)Cl.CO. The product is [C:1]([C:5]1[N:10]=[C:9]([N:11]2[CH2:16][CH2:15][N:14]([CH2:17][CH2:18][CH2:19][CH2:20][NH:21][C:31]([N:49]3[CH2:50][CH2:51][N:46]([C:41]4[CH:42]=[CH:43][CH:44]=[CH:45][C:40]=4[O:39][CH3:38])[CH2:47][CH2:48]3)=[O:32])[CH2:13][CH2:12]2)[CH:8]=[C:7]([C:22]([F:24])([F:25])[F:23])[N:6]=1)([CH3:4])([CH3:2])[CH3:3]. The yield is 0.290. (4) The reactants are [O:1]1[C:5]2[CH:6]=[CH:7][C:8]([C:10](=O)[CH2:11][CH3:12])=[CH:9][C:4]=2[N:3]=[CH:2]1.[Cl:14][CH2:15][CH2:16][O:17][C:18]1[CH:23]=[CH:22][C:21]([C:24]([C:26]2[CH:31]=[CH:30][C:29]([OH:32])=[CH:28][CH:27]=2)=O)=[CH:20][CH:19]=1. No catalyst specified. The product is [O:1]1[C:5]2[CH:6]=[CH:7][C:8]([C:10]([CH2:11][CH3:12])=[C:24]([C:26]3[CH:31]=[CH:30][C:29]([OH:32])=[CH:28][CH:27]=3)[C:21]3[CH:22]=[CH:23][C:18]([O:17][CH2:16][CH2:15][Cl:14])=[CH:19][CH:20]=3)=[CH:9][C:4]=2[N:3]=[CH:2]1. The yield is 0.150.